From a dataset of Peptide-MHC class I binding affinity with 185,985 pairs from IEDB/IMGT. Regression. Given a peptide amino acid sequence and an MHC pseudo amino acid sequence, predict their binding affinity value. This is MHC class I binding data. (1) The peptide sequence is GRWPITHLHT. The MHC is Mamu-B03 with pseudo-sequence Mamu-B03. The binding affinity (normalized) is 0.447. (2) The peptide sequence is ATVAYFNMVY. The MHC is HLA-A11:01 with pseudo-sequence HLA-A11:01. The binding affinity (normalized) is 0.602. (3) The peptide sequence is ALDLSHFLK. The MHC is HLA-B08:01 with pseudo-sequence HLA-B08:01. The binding affinity (normalized) is 0.165.